This data is from Forward reaction prediction with 1.9M reactions from USPTO patents (1976-2016). The task is: Predict the product of the given reaction. (1) Given the reactants [C:1]([O:5][C:6]([N:8]1[CH2:12][CH2:11][CH:10]([CH2:13][NH:14][CH2:15][C:16]2[C:24]3[C:23]([C:25]([O:27]C)=[O:26])=[CH:22][CH:21]=[N:20][C:19]=3[N:18](C(OC(C)(C)C)=O)[CH:17]=2)[CH2:9]1)=[O:7])([CH3:4])([CH3:3])[CH3:2].[Li+].[OH-], predict the reaction product. The product is: [C:1]([O:5][C:6]([N:8]1[CH2:12][CH2:11][CH:10]([CH2:13][NH:14][CH2:15][C:16]2[C:24]3[C:23]([C:25]([OH:27])=[O:26])=[CH:22][CH:21]=[N:20][C:19]=3[NH:18][CH:17]=2)[CH2:9]1)=[O:7])([CH3:4])([CH3:2])[CH3:3]. (2) The product is: [CH3:1][N:2]1[CH2:7][CH2:6][N:5]([C:10]2[N:15]=[CH:14][C:13]([C:16]([O:18][CH3:19])=[O:17])=[CH:12][N:11]=2)[CH2:4][C:3]1=[O:8]. Given the reactants [CH3:1][N:2]1[CH2:7][CH2:6][NH:5][CH2:4][C:3]1=[O:8].Cl[C:10]1[N:15]=[CH:14][C:13]([C:16]([O:18][CH3:19])=[O:17])=[CH:12][N:11]=1, predict the reaction product. (3) Given the reactants [Li][CH2:2][CH2:3][CH2:4][CH3:5].[CH3:6][O:7][C:8]1[CH:9]=[C:10]2[C:15](=[CH:16][CH:17]=1)[C:14]([O:18][C:19]1[CH:26]=[CH:25]C(C=O)=[CH:21][CH:20]=1)=[C:13]([C:27]1[CH:31]=[CH:30][S:29][CH:28]=1)[C:12]([CH3:32])=[CH:11]2.[CH3:33][C:34](C)=[O:35].C(=O)=[O:38], predict the reaction product. The product is: [CH2:34]([O:35][C:2](=[O:38])[CH:3]=[CH:4][C:5]1[CH:25]=[CH:26][C:19]([O:18][C:14]2[C:15]3[C:10](=[CH:9][C:8]([O:7][CH3:6])=[CH:17][CH:16]=3)[CH:11]=[C:12]([CH3:32])[C:13]=2[C:27]2[CH:31]=[CH:30][S:29][CH:28]=2)=[CH:20][CH:21]=1)[CH3:33]. (4) Given the reactants N1C=CC=CC=1.CS(C)=O.[CH2:11]([C:13]1[C:14]([C:25]2[CH:26]=[CH:27][C:28]3[N:29]([CH:31]=[C:32]([CH2:34][OH:35])[N:33]=3)[CH:30]=2)=[N:15][C:16]([O:23][CH3:24])=[C:17]([CH:22]=1)[C:18]([O:20][CH3:21])=[O:19])[CH3:12].CCN(C(C)C)C(C)C, predict the reaction product. The product is: [CH2:11]([C:13]1[C:14]([C:25]2[CH:26]=[CH:27][C:28]3[N:29]([CH:31]=[C:32]([CH:34]=[O:35])[N:33]=3)[CH:30]=2)=[N:15][C:16]([O:23][CH3:24])=[C:17]([CH:22]=1)[C:18]([O:20][CH3:21])=[O:19])[CH3:12]. (5) Given the reactants [OH-].[Na+].CO.C([O:7][C:8](=[O:29])[CH2:9][CH2:10][C:11]1[CH:28]=[CH:27][C:14]2[N:15]([CH2:25][CH3:26])[C:16](=[O:24])[C:17]([CH3:23])([CH3:22])[C:18](=[O:21])[N:19]([CH3:20])[C:13]=2[CH:12]=1)C, predict the reaction product. The product is: [CH2:25]([N:15]1[C:16](=[O:24])[C:17]([CH3:23])([CH3:22])[C:18](=[O:21])[N:19]([CH3:20])[C:13]2[CH:12]=[C:11]([CH2:10][CH2:9][C:8]([OH:29])=[O:7])[CH:28]=[CH:27][C:14]1=2)[CH3:26]. (6) The product is: [Br:3][C:4]1[CH:19]=[C:8]2[C:7](=[CH:6][CH:5]=1)[N:20]=[C:21]([C:22]1[CH:27]=[CH:26][CH:25]=[C:24]([Cl:28])[CH:23]=1)[N:11]([CH2:12][C:13]([NH:15][CH:16]([CH3:18])[CH3:17])=[O:14])[C:9]2=[O:10]. Given the reactants [OH-].[Na+].[Br:3][C:4]1[CH:5]=[CH:6][C:7]([NH:20][C:21](=O)[C:22]2[CH:27]=[CH:26][CH:25]=[C:24]([Cl:28])[CH:23]=2)=[C:8]([CH:19]=1)[C:9]([NH:11][CH2:12][C:13]([NH:15][CH:16]([CH3:18])[CH3:17])=[O:14])=[O:10], predict the reaction product. (7) Given the reactants [NH2:1][CH:2]([C:10]1[C:15]([O:16][CH3:17])=[CH:14][CH:13]=[CH:12][C:11]=1[O:18][CH3:19])[CH2:3][CH2:4][CH2:5][C:6]([O:8]C)=O.[N:20]1[CH:25]=[CH:24][C:23]([C:26]2[CH:27]=[C:28]([CH:31]=[CH:32][CH:33]=2)[CH:29]=O)=[CH:22][CH:21]=1, predict the reaction product. The product is: [CH3:19][O:18][C:11]1[CH:12]=[CH:13][CH:14]=[C:15]([O:16][CH3:17])[C:10]=1[CH:2]1[N:1]([CH2:29][C:28]2[CH:31]=[CH:32][CH:33]=[C:26]([C:23]3[CH:22]=[CH:21][N:20]=[CH:25][CH:24]=3)[CH:27]=2)[C:6](=[O:8])[CH2:5][CH2:4][CH2:3]1. (8) Given the reactants [CH2:1]([O:4][C:5]1([CH3:39])[CH2:10][CH2:9][N:8]([C:11]2[N:16]3[CH:17]=[C:18]([C:20]4[CH:25]=[CH:24][CH:23]=[C:22](Br)[CH:21]=4)[N:19]=[C:15]3[C:14](C)=[C:13]([CH3:28])[C:12]=2[C@H:29]([O:34][C:35]([CH3:38])([CH3:37])[CH3:36])[C:30]([O:32][CH3:33])=[O:31])[CH2:7][CH2:6]1)[CH:2]=[CH2:3].[F:40][C:41]1[C:42]([OH:50])=[C:43](B(O)O)[CH:44]=[CH:45][CH:46]=1.C(OC1(C)CCN(C2N3C=C(C4C=C(C5C=C(C)C=CC=5O)C=CC=4)N=C3C=C(C)C=2[C@H](OC(C)(C)C)C(OC)=O)CC1)C=C, predict the reaction product. The product is: [CH2:1]([O:4][C:5]1([CH3:39])[CH2:10][CH2:9][N:8]([C:11]2[N:16]3[CH:17]=[C:18]([C:20]4[CH:21]=[C:22]([C:43]5[CH:44]=[CH:45][CH:46]=[C:41]([F:40])[C:42]=5[OH:50])[CH:23]=[CH:24][CH:25]=4)[N:19]=[C:15]3[CH:14]=[C:13]([CH3:28])[C:12]=2[C@H:29]([O:34][C:35]([CH3:36])([CH3:38])[CH3:37])[C:30]([O:32][CH3:33])=[O:31])[CH2:7][CH2:6]1)[CH:2]=[CH2:3]. (9) The product is: [Cl:3][CH2:4][C:5]([NH:7][C@@H:8]1[CH2:17][CH2:16][C:15]2[C:10](=[CH:11][CH:12]=[CH:13][CH:14]=2)[C@H:9]1[OH:18])=[O:6]. Given the reactants [BH4-].[Na+].[Cl:3][CH2:4][C:5]([NH:7][CH:8]1[CH2:17][CH2:16][C:15]2[C:10](=[CH:11][CH:12]=[CH:13][CH:14]=2)[C:9]1=[O:18])=[O:6].O.Cl, predict the reaction product.